From a dataset of Full USPTO retrosynthesis dataset with 1.9M reactions from patents (1976-2016). Predict the reactants needed to synthesize the given product. (1) Given the product [CH3:35][N:31]1[C:30]2[C:36]([CH3:38])=[CH:37][C:27]([C:25]([C:24]3[CH:39]=[C:40]([N:17]4[CH2:18][CH2:19][CH:14]([N:10]5[CH2:9][CH2:8][C:7]6[CH:20]=[C:3]([O:2][CH3:1])[CH:4]=[CH:5][C:6]=6[NH:12][C:11]5=[O:13])[CH2:15][CH2:16]4)[CH:41]=[C:22]([F:21])[CH:23]=3)=[O:26])=[CH:28][C:29]=2[O:33][C:32]1=[O:34], predict the reactants needed to synthesize it. The reactants are: [CH3:1][O:2][C:3]1[CH:4]=[CH:5][C:6]2[NH:12][C:11](=[O:13])[N:10]([CH:14]3[CH2:19][CH2:18][NH:17][CH2:16][CH2:15]3)[CH2:9][CH2:8][C:7]=2[CH:20]=1.[F:21][C:22]1[CH:23]=[C:24]([CH:39]=[C:40](F)[CH:41]=1)[C:25]([C:27]1[CH:37]=[C:36]([CH3:38])[C:30]2[N:31]([CH3:35])[C:32](=[O:34])[O:33][C:29]=2[CH:28]=1)=[O:26]. (2) The reactants are: [CH3:1][S:2]([NH:5][CH2:6][C:7]1[C:15]2[S:14](=[O:17])(=[O:16])[N:13]=[C:12]([CH2:18][C:19]([OH:21])=O)[NH:11][C:10]=2[S:9][CH:8]=1)(=[O:4])=[O:3].F[P-](F)(F)(F)(F)F.N1([O:38][C:39](N(C)C)=[N+](C)C)C2N=CC=CC=2N=N1.CN1CCOCC1.C(OC(=O)[C:57]([CH2:64][NH:65][CH:66]1[CH2:68][CH2:67]1)([CH3:63])[CH2:58][CH2:59][CH:60]([CH3:62])[CH3:61])C.[O-]CC.[Na+].C(O)C. Given the product [CH:66]1([N:65]2[CH2:64][C:57]([CH3:63])([CH2:58][CH2:59][CH:60]([CH3:61])[CH3:62])[C:19]([OH:21])=[C:18]([C:12]3[NH:11][C:10]4[S:9][CH:8]=[C:7]([CH2:6][NH:5][S:2]([CH3:1])(=[O:3])=[O:4])[C:15]=4[S:14](=[O:16])(=[O:17])[N:13]=3)[C:39]2=[O:38])[CH2:67][CH2:68]1, predict the reactants needed to synthesize it. (3) The reactants are: [Cl:1][C:2]1[N:7]=[CH:6][N:5]=[C:4]2[NH:8][N:9]=[C:10]([CH3:11])[C:3]=12.[C:12](=O)([O-])[O-].[K+].[K+].IC. Given the product [Cl:1][C:2]1[N:7]=[CH:6][N:5]=[C:4]2[N:8]([CH3:12])[N:9]=[C:10]([CH3:11])[C:3]=12, predict the reactants needed to synthesize it. (4) Given the product [C:13]([S:15][C@@H:2]([CH2:6][C:7]1[CH:12]=[CH:11][CH:10]=[CH:9][CH:8]=1)[C:3]([OH:5])=[O:4])(=[O:16])[CH3:14], predict the reactants needed to synthesize it. The reactants are: Br[C@H:2]([CH2:6][C:7]1[CH:12]=[CH:11][CH:10]=[CH:9][CH:8]=1)[C:3]([OH:5])=[O:4].[C:13]([O-:16])(=[S:15])[CH3:14].[K+]. (5) The reactants are: [Br:1][C:2]1[CH:26]=[N:25][C:5]2=[N:6][C:7]([N:12]3[CH2:15][C:14]([NH:17][C:18](=[O:24])[O:19][C:20]([CH3:23])([CH3:22])[CH3:21])([CH3:16])[CH2:13]3)=[C:8]([NH:10][NH2:11])[N:9]=[C:4]2[CH:3]=1.[CH:27](OC)(OC)OC. Given the product [Br:1][C:2]1[CH:26]=[N:25][C:5]2[N:6]=[C:7]([N:12]3[CH2:15][C:14]([NH:17][C:18](=[O:24])[O:19][C:20]([CH3:22])([CH3:21])[CH3:23])([CH3:16])[CH2:13]3)[C:8]3[N:9]([CH:27]=[N:11][N:10]=3)[C:4]=2[CH:3]=1, predict the reactants needed to synthesize it. (6) Given the product [C:24]([NH:28][C:14]([C:12]1([CH3:17])[O:11][N:10]=[C:9]([C:4]2[CH:5]=[C:6]([Cl:8])[CH:7]=[C:2]([Cl:1])[CH:3]=2)[CH2:13]1)=[O:16])([CH3:27])([CH3:26])[CH3:25], predict the reactants needed to synthesize it. The reactants are: [Cl:1][C:2]1[CH:3]=[C:4]([C:9]2[CH2:13][C:12]([CH3:17])([C:14]([OH:16])=O)[O:11][N:10]=2)[CH:5]=[C:6]([Cl:8])[CH:7]=1.C(Cl)(=O)C(Cl)=O.[C:24]([NH2:28])([CH3:27])([CH3:26])[CH3:25].C(N(CC)CC)C.CN(C1C=CC=CN=1)C. (7) Given the product [CH3:42][O:41][C:35]1[CH:34]=[C:33]([C:31](=[O:32])[CH2:30][N:9]2[C:10](=[O:11])[C:5]3[CH:4]=[C:3]([CH2:1][CH3:2])[S:28][C:6]=3[N:7]([CH2:13][C:14]3[CH:19]=[CH:18][C:17]([C:20]4[C:21]([C:26]#[N:27])=[CH:22][CH:23]=[CH:24][CH:25]=4)=[CH:16][CH:15]=3)[C:8]2=[O:12])[CH:38]=[CH:37][C:36]=1[O:39][CH3:40], predict the reactants needed to synthesize it. The reactants are: [CH2:1]([C:3]1[S:28][C:6]2[N:7]([CH2:13][C:14]3[CH:19]=[CH:18][C:17]([C:20]4[C:21]([C:26]#[N:27])=[CH:22][CH:23]=[CH:24][CH:25]=4)=[CH:16][CH:15]=3)[C:8](=[O:12])[NH:9][C:10](=[O:11])[C:5]=2[CH:4]=1)[CH3:2].Br[CH2:30][C:31]([C:33]1[CH:38]=[CH:37][C:36]([O:39][CH3:40])=[C:35]([O:41][CH3:42])[CH:34]=1)=[O:32].CN(C)C=O.[H-].[Na+].